This data is from HIV replication inhibition screening data with 41,000+ compounds from the AIDS Antiviral Screen. The task is: Binary Classification. Given a drug SMILES string, predict its activity (active/inactive) in a high-throughput screening assay against a specified biological target. (1) The molecule is O=C1C(=Cc2ccccc2)c2ccccc2N1N=Cc1ccccc1. The result is 0 (inactive). (2) The result is 0 (inactive). The compound is COc1ccc(OC)c(CNc2ccc(C(=O)O)cc2)c1. (3) The molecule is COc1c(OCc2ccccc2)c(OCc2ccccc2)cc(CO)c1-c1c(CO)cc(OCc2ccccc2)c(OCc2ccccc2)c1OC. The result is 0 (inactive). (4) The drug is Cc1ccc(NC(=O)NC(=O)CCl)cc1. The result is 0 (inactive).